From a dataset of Reaction yield outcomes from USPTO patents with 853,638 reactions. Predict the reaction yield, written as a fraction of the theoretical maximum amount of product (1.0 means a 100% yield; for example, 0.34 means a 34% yield). The reactants are [Cl:1][C:2]1[CH:7]=[CH:6][C:5]([CH:8]([C:10]2[NH:18][C:13]3=[CH:14][N:15]=[CH:16][CH:17]=[C:12]3[CH:11]=2)[OH:9])=[CH:4][CH:3]=1. The catalyst is O1CCCC1. The product is [Cl:1][C:2]1[CH:3]=[CH:4][C:5]([C:8]([C:10]2[NH:18][C:13]3=[CH:14][N:15]=[CH:16][CH:17]=[C:12]3[CH:11]=2)=[O:9])=[CH:6][CH:7]=1. The yield is 0.670.